From a dataset of Peptide-MHC class I binding affinity with 185,985 pairs from IEDB/IMGT. Regression. Given a peptide amino acid sequence and an MHC pseudo amino acid sequence, predict their binding affinity value. This is MHC class I binding data. The peptide sequence is ALDLSHFLK. The MHC is HLA-B51:01 with pseudo-sequence HLA-B51:01. The binding affinity (normalized) is 0.